From a dataset of Catalyst prediction with 721,799 reactions and 888 catalyst types from USPTO. Predict which catalyst facilitates the given reaction. (1) Product: [Cl:29][C:27]1[CH:26]=[CH:25][C:24]2[N:30]3[C:16]([CH2:19][N:20]([CH3:21])[CH2:22][C:23]=2[CH:28]=1)=[N:17][N:18]=[C:14]3[CH:11]1[CH2:12][CH2:13][NH:8][CH2:9][CH2:10]1. Reactant: C(OC([N:8]1[CH2:13][CH2:12][CH:11]([C:14]2O[C:16]([CH2:19][N:20]([CH2:22][C:23]3[CH:28]=[C:27]([Cl:29])[CH:26]=[CH:25][C:24]=3[NH2:30])[CH3:21])=[N:17][N:18]=2)[CH2:10][CH2:9]1)=O)(C)(C)C.C(O)(C(F)(F)F)=O. The catalyst class is: 11. (2) Reactant: [F:1][C:2]1[C:6]([F:7])=[CH:5][N:4]([C:8]2[CH:9]=[CH:10][C:11]([N+:15]([O-:17])=[O:16])=[C:12]([OH:14])[CH:13]=2)[CH:3]=1.[CH2:18](Br)[C:19]1[CH:24]=[CH:23][CH:22]=[CH:21][CH:20]=1.C(=O)([O-])[O-].[K+].[K+].O. Product: [CH2:18]([O:14][C:12]1[CH:13]=[C:8]([N:4]2[CH:3]=[C:2]([F:1])[C:6]([F:7])=[CH:5]2)[CH:9]=[CH:10][C:11]=1[N+:15]([O-:17])=[O:16])[C:19]1[CH:24]=[CH:23][CH:22]=[CH:21][CH:20]=1. The catalyst class is: 3.